Dataset: Peptide-MHC class II binding affinity with 134,281 pairs from IEDB. Task: Regression. Given a peptide amino acid sequence and an MHC pseudo amino acid sequence, predict their binding affinity value. This is MHC class II binding data. (1) The peptide sequence is FLAVALVAGPAGSYA. The MHC is DRB1_1602 with pseudo-sequence DRB1_1602. The binding affinity (normalized) is 0.322. (2) The binding affinity (normalized) is 0.625. The MHC is DRB1_0802 with pseudo-sequence DRB1_0802. The peptide sequence is PEREVLVWKFDSRLAFHH. (3) The peptide sequence is ATFEAMYLGTCKTLT. The MHC is HLA-DQA10102-DQB10602 with pseudo-sequence HLA-DQA10102-DQB10602. The binding affinity (normalized) is 0.344. (4) The peptide sequence is RRTEPAAEGVGAASQDL. The MHC is DRB1_0802 with pseudo-sequence DRB1_0802. The binding affinity (normalized) is 0.219. (5) The peptide sequence is ESTGGAYDTYKSIPS. The binding affinity (normalized) is 0.423. The MHC is DRB1_0901 with pseudo-sequence DRB1_0901.